Dataset: PAMPA (Parallel Artificial Membrane Permeability Assay) permeability data from NCATS. Task: Regression/Classification. Given a drug SMILES string, predict its absorption, distribution, metabolism, or excretion properties. Task type varies by dataset: regression for continuous measurements (e.g., permeability, clearance, half-life) or binary classification for categorical outcomes (e.g., BBB penetration, CYP inhibition). Dataset: pampa_ncats. The compound is CC1=C2C(=C3C=C(C=CC3=N1)S(=O)(=O)N4CCOCC4)C(=O)N(C2=O)CCOC(=O)C. The result is 1 (high permeability).